Dataset: Peptide-MHC class I binding affinity with 185,985 pairs from IEDB/IMGT. Task: Regression. Given a peptide amino acid sequence and an MHC pseudo amino acid sequence, predict their binding affinity value. This is MHC class I binding data. (1) The peptide sequence is TIPPTAGILK. The MHC is HLA-A03:01 with pseudo-sequence HLA-A03:01. The binding affinity (normalized) is 0.516. (2) The peptide sequence is RRQWVLAFR. The MHC is HLA-B27:05 with pseudo-sequence HLA-B27:05. The binding affinity (normalized) is 0.274. (3) The peptide sequence is RVDFCGKGY. The MHC is HLA-A29:02 with pseudo-sequence HLA-A29:02. The binding affinity (normalized) is 0.156.